Task: Predict which catalyst facilitates the given reaction.. Dataset: Catalyst prediction with 721,799 reactions and 888 catalyst types from USPTO (1) Reactant: [NH2:1][CH2:2][C:3]1[C:4]([NH:19][C@H:20]([C:22]2[CH:27]=[CH:26][C:25]([F:28])=[CH:24][CH:23]=2)[CH3:21])=[N:5][C:6]([NH:10][C:11]2[CH:15]=[C:14]([CH:16]3[CH2:18][CH2:17]3)[NH:13][N:12]=2)=[C:7]([F:9])[CH:8]=1.[CH3:29][S:30](O)(=[O:32])=[O:31].CCN(C(C)C)C(C)C. Product: [CH:16]1([C:14]2[NH:13][N:12]=[C:11]([NH:10][C:6]3[N:5]=[C:4]([NH:19][C@H:20]([C:22]4[CH:23]=[CH:24][C:25]([F:28])=[CH:26][CH:27]=4)[CH3:21])[C:3]([CH2:2][NH:1][S:30]([CH3:29])(=[O:32])=[O:31])=[CH:8][C:7]=3[F:9])[CH:15]=2)[CH2:18][CH2:17]1. The catalyst class is: 251. (2) Reactant: COC1C=CC(C[N:8]2[CH:12]=[C:11]([C:13]3[N:14]=[C:15]([O:20][C:21]4[CH:26]=[CH:25][CH:24]=[CH:23][N:22]=4)[S:16][C:17]=3[C:18]#[N:19])[CH:10]=[N:9]2)=CC=1. Product: [NH:8]1[CH:12]=[C:11]([C:13]2[N:14]=[C:15]([O:20][C:21]3[CH:26]=[CH:25][CH:24]=[CH:23][N:22]=3)[S:16][C:17]=2[C:18]#[N:19])[CH:10]=[N:9]1. The catalyst class is: 67. (3) Reactant: [CH3:1][C:2]1[C:3]([C:14]([OH:16])=O)=[N:4][C:5]([C:8]2[CH:13]=[CH:12][CH:11]=[CH:10][CH:9]=2)=[CH:6][CH:7]=1.[NH2:17][C:18]1[C:19]([CH3:29])=[C:20]([CH:25]=[CH:26][C:27]=1[CH3:28])[C:21]([O:23][CH3:24])=[O:22].CCN(C(C)C)C(C)C.CCCP1(OP(CCC)(=O)OP(CCC)(=O)O1)=O. Product: [CH3:29][C:19]1[C:18]([NH:17][C:14]([C:3]2[C:2]([CH3:1])=[CH:7][CH:6]=[C:5]([C:8]3[CH:9]=[CH:10][CH:11]=[CH:12][CH:13]=3)[N:4]=2)=[O:16])=[C:27]([CH3:28])[CH:26]=[CH:25][C:20]=1[C:21]([O:23][CH3:24])=[O:22]. The catalyst class is: 2. (4) Reactant: [NH2:1][CH2:2][CH:3]1[CH2:7][CH2:6][N:5]([C:8]2[CH:13]=[CH:12][C:11]([Cl:14])=[CH:10][CH:9]=2)[C:4]1=[O:15].[F:16][C:17]([F:32])([F:31])[C:18]1[CH:19]=[C:20]([CH:24]=[C:25]([C:27]([F:30])([F:29])[F:28])[CH:26]=1)[C:21](Cl)=[O:22].C(N(CC)CC)C. Product: [Cl:14][C:11]1[CH:12]=[CH:13][C:8]([N:5]2[CH2:6][CH2:7][CH:3]([CH2:2][NH:1][C:21](=[O:22])[C:20]3[CH:24]=[C:25]([C:27]([F:28])([F:29])[F:30])[CH:26]=[C:18]([C:17]([F:16])([F:31])[F:32])[CH:19]=3)[C:4]2=[O:15])=[CH:9][CH:10]=1. The catalyst class is: 4. (5) Reactant: C([O:4][C:5]1[CH:6]=[C:7]([C:11]2[CH:16]=[CH:15][C:14]([O:17][CH2:18][CH:19]=[CH2:20])=[CH:13][CH:12]=2)[CH:8]=[CH:9][CH:10]=1)C=C.[Al](Cl)([CH2:24][CH3:25])[CH2:22]C.[CH3:27][CH2:28][O:29][C:30]([CH3:32])=[O:31].[CH3:33][CH2:34][CH2:35]CCC. Product: [CH2:35]([C:6]1[C:5]([OH:4])=[CH:10][CH:9]=[CH:8][C:7]=1[C:11]1[CH:12]=[CH:13][C:14]([OH:17])=[C:15]([CH2:27][CH:24]=[CH2:25])[CH:16]=1)[CH:34]=[CH2:33].[CH2:33]([C:5]1[CH:10]=[CH:9][C:8]([O:29][CH3:28])=[C:7]([C:11]2[CH:12]=[CH:13][C:14]([O:17][CH2:18][CH:19]=[CH2:20])=[CH:15][CH:16]=2)[CH:6]=1)[CH:34]=[CH2:35].[CH2:9]([C:10]1[CH:5]=[CH:6][C:7]([C:11]2[CH:12]=[CH:13][C:14]([OH:17])=[C:15]([CH2:35][CH:34]=[CH2:33])[CH:16]=2)=[CH:32][C:30]=1[OH:31])[CH:8]=[CH2:22].[CH2:35]([C:15]1[CH:16]=[C:11]([C:7]2[CH:8]=[C:9]([CH2:10][CH:5]=[CH2:6])[CH:22]=[CH:32][C:30]=2[O:29][CH3:28])[CH:12]=[CH:13][C:14]=1[OH:17])[CH:34]=[CH2:33]. The catalyst class is: 665.